This data is from Reaction yield outcomes from USPTO patents with 853,638 reactions. The task is: Predict the reaction yield, written as a fraction of the theoretical maximum amount of product (1.0 means a 100% yield; for example, 0.34 means a 34% yield). (1) The reactants are [CH2:1]([C:8]1[N:13]=[N:12][C:11]([N:14]2[CH2:19][CH2:18][N:17]([C:20]3[CH:25]=[N:24][C:23]([C:26](O)=[O:27])=[CH:22][N:21]=3)[C@H:16]([CH3:29])[CH2:15]2)=[C:10]([CH3:30])[C:9]=1[CH3:31])[C:2]1[CH:7]=[CH:6][CH:5]=[CH:4][CH:3]=1.C(Cl)(=O)C(Cl)=O.C(N(C(C)C)CC)(C)C.Cl.[CH3:48][NH:49][O:50][CH3:51]. The catalyst is C(Cl)Cl.CN(C=O)C. The product is [CH3:51][O:50][N:49]([CH3:48])[C:26]([C:23]1[N:24]=[CH:25][C:20]([N:17]2[CH2:18][CH2:19][N:14]([C:11]3[N:12]=[N:13][C:8]([CH2:1][C:2]4[CH:3]=[CH:4][CH:5]=[CH:6][CH:7]=4)=[C:9]([CH3:31])[C:10]=3[CH3:30])[CH2:15][C@H:16]2[CH3:29])=[N:21][CH:22]=1)=[O:27]. The yield is 0.760. (2) The reactants are [CH3:1][O:2][C:3]1[CH:4]=[C:5]([C:11]2[CH:12]=[N:13][CH:14]=[C:15]([C:18]=2Cl)[C:16]#[N:17])[CH:6]=[CH:7][C:8]=1[O:9][CH3:10].[CH3:20][C:21]1[CH:29]=[CH:28][C:27]([NH2:30])=[C:26]2[C:22]=1[CH:23]=[CH:24][NH:25]2.[NH4+].[OH-]. The catalyst is C(O)C. The product is [CH3:1][O:2][C:3]1[CH:4]=[C:5]([C:11]2[CH:12]=[N:13][CH:14]=[C:15]([C:18]=2[NH:30][C:27]2[CH:28]=[CH:29][C:21]([CH3:20])=[C:22]3[C:26]=2[NH:25][CH:24]=[CH:23]3)[C:16]#[N:17])[CH:6]=[CH:7][C:8]=1[O:9][CH3:10]. The yield is 0.290. (3) The yield is 0.150. The reactants are [ClH:1].[ClH:2].Cl[CH2:4][C:5]1[N:6]=[C:7]([CH2:10][N:11]([CH3:13])[CH3:12])[S:8][CH:9]=1.[CH3:14][O:15][C:16]1[CH:17]=[C:18]2[C:23](=[CH:24][C:25]=1[OH:26])[N:22]=[CH:21][N:20]=[CH:19]2.C(=O)([O-])[O-].[K+].[K+]. The catalyst is CN(C=O)C. The product is [Cl:1][C:17]1[CH:18]=[C:23]([NH:22][C:19]2[C:18]3[C:23](=[CH:24][C:25]([O:26][CH2:4][C:5]4[N:6]=[C:7]([CH2:10][N:11]([CH3:13])[CH3:12])[S:8][CH:9]=4)=[C:16]([O:15][CH3:14])[CH:17]=3)[N:22]=[CH:21][N:20]=2)[CH:24]=[CH:25][C:16]=1[Cl:2].